From a dataset of Forward reaction prediction with 1.9M reactions from USPTO patents (1976-2016). Predict the product of the given reaction. (1) The product is: [Br:1][C:2]1[C:3]([F:18])=[C:4]([C:5]([I:14])=[C:6]([C:8]2[CH:13]=[CH:12][CH:11]=[CH:10][N:9]=2)[CH:7]=1)[NH2:15]. Given the reactants [Br:1][C:2]1[C:3]([F:18])=[C:4]([N+:15]([O-])=O)[C:5]([I:14])=[C:6]([C:8]2[CH:13]=[CH:12][CH:11]=[CH:10][N:9]=2)[CH:7]=1.[NH4+].[Cl-], predict the reaction product. (2) Given the reactants [OH-].[Na+].[CH3:3][NH:4][CH2:5][CH2:6][C@H:7]([O:13][C:14]1[CH:15]=[CH:16][CH:17]=[C:18]2[CH:23]=[CH:22][CH:21]=[CH:20][C:19]=12)[C:8]1[S:12][CH:11]=[CH:10][CH:9]=1.C([O-])(=O)/C=C\C([O-])=O.O, predict the reaction product. The product is: [CH3:3][NH:4][CH2:5][CH2:6][C@H:7]([O:13][C:14]1[CH:15]=[CH:16][CH:17]=[C:18]2[CH:23]=[CH:22][CH:21]=[CH:20][C:19]=12)[C:8]1[S:12][CH:11]=[CH:10][CH:9]=1. (3) Given the reactants [F:1][C:2]([F:15])([F:14])[C:3]1[N:4]=[C:5]2[CH:10]=[C:9]([C:11]#[N:12])[CH:8]=[CH:7][N:6]2[CH:13]=1.O.[OH-].[Li+].Cl.N[C:21]1[CH:26]=[CH:25][CH:24]=[CH:23][CH:22]=1.CCN=C=NCCCN(C)C.Cl.C1C=CC2N([OH:48])N=NC=2C=1.O.C(=O)([O-])O.[Na+], predict the reaction product. The product is: [C:21]1([NH:12][C:11]([C:9]2[CH:8]=[CH:7][N:6]3[CH:13]=[C:3]([C:2]([F:1])([F:14])[F:15])[N:4]=[C:5]3[CH:10]=2)=[O:48])[CH:26]=[CH:25][CH:24]=[CH:23][CH:22]=1. (4) Given the reactants [CH2:1]([O:3][C:4]([C:6]1([NH:11][C:12]([CH:14]2[CH2:18][CH:17]([O:19][C:20]3[CH:25]=[C:24]([C:26]4[CH:31]=[CH:30][CH:29]=[CH:28][CH:27]=4)[N:23]=[C:22]([O:32][CH3:33])[N:21]=3)[CH2:16][CH:15]2[C:34]([OH:36])=O)=[O:13])[CH2:8][CH:7]1[CH:9]=[CH2:10])=[O:5])[CH3:2].Cl.[CH3:38][NH:39][CH:40]=[CH:41][CH2:42][CH2:43][CH2:44][CH3:45].CCN(C(C)C)C(C)C.CN(C(ON1N=NC2C=CC=NC1=2)=[N+](C)C)C.F[P-](F)(F)(F)(F)F.C(=O)([O-])O.[Na+], predict the reaction product. The product is: [CH2:1]([O:3][C:4]([C:6]1([NH:11][C:12]([CH:14]2[CH2:18][CH:17]([O:19][C:20]3[CH:25]=[C:24]([C:26]4[CH:27]=[CH:28][CH:29]=[CH:30][CH:31]=4)[N:23]=[C:22]([O:32][CH3:33])[N:21]=3)[CH2:16][CH:15]2[C:34](=[O:36])[N:39]([CH2:40][CH2:41][CH2:42][CH2:43][CH:44]=[CH2:45])[CH3:38])=[O:13])[CH2:8][CH:7]1[CH:9]=[CH2:10])=[O:5])[CH3:2]. (5) The product is: [F:1][C:2]([F:25])([C:18]1[CH:23]=[CH:22][C:21]([F:24])=[CH:20][N:19]=1)[C:3]1[NH:16][C:15](=[O:17])[C:14]2[C:6](=[C:7]([C:8]([O:10][CH3:27])=[O:9])[CH:11]=[CH:12][CH:13]=2)[N:5]=1. Given the reactants [F:1][C:2]([F:25])([C:18]1[CH:23]=[CH:22][C:21]([F:24])=[CH:20][N:19]=1)[C:3]([NH:5][C:6]1[C:14]([C:15](=[O:17])[NH2:16])=[CH:13][CH:12]=[CH:11][C:7]=1[C:8]([OH:10])=[O:9])=O.Cl.[CH3:27]COCC, predict the reaction product. (6) Given the reactants [CH2:1]([O:8][CH2:9][CH:10]([C:12]1[C:13]([CH3:18])=[N:14][O:15][C:16]=1[CH3:17])[OH:11])[C:2]1[CH:7]=[CH:6][CH:5]=[CH:4][CH:3]=1.CC1C=C(C)C=CC=1C(N)COC(C)C, predict the reaction product. The product is: [CH2:1]([O:8][CH2:9][C:10]([C:12]1[C:13]([CH3:18])=[N:14][O:15][C:16]=1[CH3:17])=[O:11])[C:2]1[CH:7]=[CH:6][CH:5]=[CH:4][CH:3]=1. (7) The product is: [N+:1]([C:4]1[CH:5]=[C:6]([NH:17][C:18](=[O:20])[CH3:19])[CH:7]=[CH:8][C:9]=1[S:10][C:11]1[CH:16]=[CH:15][CH:14]=[CH:13][CH:12]=1)([O-:3])=[O:2]. Given the reactants [N+:1]([C:4]1[CH:5]=[C:6]([NH2:17])[CH:7]=[CH:8][C:9]=1[S:10][C:11]1[CH:16]=[CH:15][CH:14]=[CH:13][CH:12]=1)([O-:3])=[O:2].[C:18](OC(=O)C)(=[O:20])[CH3:19], predict the reaction product.